Task: Predict the product of the given reaction.. Dataset: Forward reaction prediction with 1.9M reactions from USPTO patents (1976-2016) (1) Given the reactants C([N:8]1[CH2:13][CH2:12][CH:11]([O:14][CH:15]([C:24]2[CH:29]=[CH:28][C:27]([Cl:30])=[CH:26][CH:25]=2)[C:16]2[CH:21]=[CH:20][C:19]([Cl:22])=[CH:18][C:17]=2[Cl:23])[CH2:10][CH2:9]1)C1C=CC=CC=1.ClC(OC(Cl)C)=O, predict the reaction product. The product is: [Cl:23][C:17]1[CH:18]=[C:19]([Cl:22])[CH:20]=[CH:21][C:16]=1[CH:15]([O:14][CH:11]1[CH2:10][CH2:9][NH:8][CH2:13][CH2:12]1)[C:24]1[CH:29]=[CH:28][C:27]([Cl:30])=[CH:26][CH:25]=1. (2) Given the reactants [NH:1]1[CH2:9][CH2:8][CH:4]([C:5]([OH:7])=[O:6])[CH2:3][CH2:2]1.C(=O)([O-])[O-].[K+].[K+].[C:16]([O:20][C:21](O[C:21]([O:20][C:16]([CH3:19])([CH3:18])[CH3:17])=[O:22])=[O:22])([CH3:19])([CH3:18])[CH3:17], predict the reaction product. The product is: [C:16]([O:20][C:21]([N:1]1[CH2:9][CH2:8][CH:4]([C:5]([OH:7])=[O:6])[CH2:3][CH2:2]1)=[O:22])([CH3:19])([CH3:18])[CH3:17].